From a dataset of Experimentally validated miRNA-target interactions with 360,000+ pairs, plus equal number of negative samples. Binary Classification. Given a miRNA mature sequence and a target amino acid sequence, predict their likelihood of interaction. (1) The miRNA is hsa-miR-1272 with sequence GAUGAUGAUGGCAGCAAAUUCUGAAA. The protein sequence of the target gene is MARRWSTKESQRRGSAWLLLFLAGVYGNGALAELSENVHISGVSTACGESPEQIRAPSGIITSPGWPSDYPAQVNCSWLIRANPGEIITISFQDFDIQGSRRCTLDWLTIETYKNIESYRACGSTIPPPYISSQDHVWIRFHSDDSVSRKGFRLAYFSGKSEQPDCACDQFRCGNGKCIPEAWKCNSMDECGDSSDEEVCASDAHPPTTTAFQPCAYNQFQCLSRFTKVYTCLPESLKCDGNIDCLDLGDEIDCDMPTCGQWLKYFYGTFNSPNYPDFYPPGSNCTWLIDTGDHRKVILR.... Result: 0 (no interaction). (2) Result: 0 (no interaction). The miRNA is hsa-miR-519e-3p with sequence AAGUGCCUCCUUUUAGAGUGUU. The protein sequence of the target gene is MRRAGLGEGVPPGNYGNYGYANSGYSACEEENERLTESLRSKVTAIKSLSIEIGHEVKTQNKLLAEMDSQFDSTTGFLGKTMGKLKILSRGSQTKLLCYMMLFSLFVFFIIYWIIKLR. (3) The miRNA is hsa-miR-3181 with sequence AUCGGGCCCUCGGCGCCGG. The protein sequence of the target gene is MLTNLRIFAMSHQTIPSVYINNICCYKIRASLKRLKPHVPLGRNCSSLPGLIGNDIKSLHSIINPPIAKIRNIGIMAHIDAGKTTTTERILYYSGYTRSLGDVDDGDTVTDFMAQERERGITIQSAAVTFDWKGYRVNLIDTPGHVDFTLEVERCLRVLDGAVAVFDASAGVEAQTLTVWRQADKHNIPRICFLNKMDKTGASFKYAVESIREKLKAKPLLLQLPIGEAKTFKGVVDVVMKEKLLWNCNSNDGKDFERKPLLEMNDPELLKETTEARNALIEQVADLDDEFADLVLEEFS.... Result: 0 (no interaction). (4) The miRNA is hsa-miR-4447 with sequence GGUGGGGGCUGUUGUUU. The protein sequence of the target gene is MSKVFKKTSSNGKLSIYLGKRDFVDHVDTVEPIDGVVLVDPEYLKCRKLFVMLTCAFRYGRDDLEVIGLTFRKDLYVQTLQVVPAESSSPQGPLTVLQERLLHKLGDNAYPFTLQMVTNLPCSVTLQPGPEDAGKPCGIDFEVKSFCAENPEETVSKRDYVRLVVRKVQFAPPEAGPGPSAQTIRRFLLSAQPLQLQAWMDREVHYHGEPISVNVSINNCTNKVIKKIKISVDQITDVVLYSLDKYTKTVFIQEFTETVAANSSFSQSFAVTPILAASCQKRGLALDGKLKHEDTNLASS.... Result: 0 (no interaction).